From a dataset of Full USPTO retrosynthesis dataset with 1.9M reactions from patents (1976-2016). Predict the reactants needed to synthesize the given product. (1) The reactants are: [N+:1]([C:4]1[CH:27]=[CH:26][C:25]([N:28]2[CH2:33][CH2:32][CH2:31][CH2:30][CH2:29]2)=[CH:24][C:5]=1[C:6]([NH:8][C:9]1[CH:13]=[CH:12][N:11]([C:14]2[CH:19]=[CH:18][CH:17]=[C:16]([C:20]([F:23])([F:22])[F:21])[CH:15]=2)[N:10]=1)=[O:7])([O-])=O. Given the product [NH2:1][C:4]1[CH:27]=[CH:26][C:25]([N:28]2[CH2:33][CH2:32][CH2:31][CH2:30][CH2:29]2)=[CH:24][C:5]=1[C:6]([NH:8][C:9]1[CH:13]=[CH:12][N:11]([C:14]2[CH:19]=[CH:18][CH:17]=[C:16]([C:20]([F:22])([F:23])[F:21])[CH:15]=2)[N:10]=1)=[O:7], predict the reactants needed to synthesize it. (2) Given the product [F:31][C:26]1([F:30])[C:25]2[N:21]([CH2:20][C:19]([NH:18][C@H:8]([C:6]3[C:5]([C:37]4[CH:38]=[CH:39][CH:40]=[C:41]5[C:45]=4[N:44]([CH3:46])[N:43]=[C:42]5[NH:47][S:48]([CH3:51])(=[O:50])=[O:49])=[CH:4][CH:3]=[C:2]([C:56]#[C:55][CH2:54][N:53]([CH3:57])[CH3:52])[N:7]=3)[CH2:9][C:10]3[CH:15]=[C:14]([F:16])[CH:13]=[C:12]([F:17])[CH:11]=3)=[O:36])[N:22]=[C:23]([C:32]([F:35])([F:33])[F:34])[C:24]=2[C@H:28]2[CH2:29][C@@H:27]12, predict the reactants needed to synthesize it. The reactants are: Cl[C:2]1[N:7]=[C:6]([C@@H:8]([NH:18][C:19](=[O:36])[CH2:20][N:21]2[C:25]3[C:26]([F:31])([F:30])[C@@H:27]4[CH2:29][C@@H:28]4[C:24]=3[C:23]([C:32]([F:35])([F:34])[F:33])=[N:22]2)[CH2:9][C:10]2[CH:15]=[C:14]([F:16])[CH:13]=[C:12]([F:17])[CH:11]=2)[C:5]([C:37]2[CH:38]=[CH:39][CH:40]=[C:41]3[C:45]=2[N:44]([CH3:46])[N:43]=[C:42]3[NH:47][S:48]([CH3:51])(=[O:50])=[O:49])=[CH:4][CH:3]=1.[CH3:52][N:53]([CH3:57])[CH2:54][C:55]#[CH:56].C(NCC)C. (3) The reactants are: CO[C:3]([C:5]1[CH:14]=[CH:13][C:12]2[CH2:11][CH2:10][CH:9]([NH2:15])[CH2:8][C:7]=2[CH:6]=1)=[O:4].[F:16][C:17]1[CH:18]=[C:19]([S:23](Cl)(=[O:25])=[O:24])[CH:20]=[CH:21][CH:22]=1.[OH:27][NH2:28].[OH-].[K+]. Given the product [OH:27][NH:28][C:3]([C:5]1[CH:14]=[CH:13][C:12]2[CH2:11][CH2:10][CH:9]([NH:15][S:23]([C:19]3[CH:20]=[CH:21][CH:22]=[C:17]([F:16])[CH:18]=3)(=[O:25])=[O:24])[CH2:8][C:7]=2[CH:6]=1)=[O:4], predict the reactants needed to synthesize it.